From a dataset of Reaction yield outcomes from USPTO patents with 853,638 reactions. Predict the reaction yield, written as a fraction of the theoretical maximum amount of product (1.0 means a 100% yield; for example, 0.34 means a 34% yield). (1) The reactants are [O:1]1[CH:5]=[CH:4][CH:3]=[C:2]1[C:6]1[N:7]=[C:8]([NH:17][C:18]([CH:20]2[CH2:25][CH2:24][NH:23][CH2:22][CH2:21]2)=[O:19])[S:9][C:10]=1[N:11]1[CH2:16][CH2:15][O:14][CH2:13][CH2:12]1.Cl[C:27]1[CH:32]=[CH:31][C:30]([C:33]#[N:34])=[CH:29][N:28]=1.C(=O)([O-])[O-].[K+].[K+]. The catalyst is O1CCOCC1. The product is [C:33]([C:30]1[CH:31]=[CH:32][C:27]([N:23]2[CH2:24][CH2:25][CH:20]([C:18]([NH:17][C:8]3[S:9][C:10]([N:11]4[CH2:16][CH2:15][O:14][CH2:13][CH2:12]4)=[C:6]([C:2]4[O:1][CH:5]=[CH:4][CH:3]=4)[N:7]=3)=[O:19])[CH2:21][CH2:22]2)=[N:28][CH:29]=1)#[N:34]. The yield is 0.680. (2) The reactants are [CH3:1][O:2][C:3]1[CH:4]=[C:5]([N:12]2[CH2:17][CH2:16][CH:15]([N:18]3[CH2:23][CH2:22][P:21](=[O:25])([CH3:24])[CH2:20][CH2:19]3)[CH2:14][CH2:13]2)[CH:6]=[CH:7][C:8]=1[N+:9]([O-])=O. The catalyst is [Pd].C(O)C. The product is [CH3:1][O:2][C:3]1[CH:4]=[C:5]([N:12]2[CH2:17][CH2:16][CH:15]([N:18]3[CH2:19][CH2:20][P:21]([CH3:24])(=[O:25])[CH2:22][CH2:23]3)[CH2:14][CH2:13]2)[CH:6]=[CH:7][C:8]=1[NH2:9]. The yield is 0.980. (3) The reactants are Cl[C:2]1[C:7]([N+:8]([O-:10])=[O:9])=[C:6]([CH3:11])[CH:5]=[C:4]([CH3:12])[N:3]=1.[NH2:13][C:14]1[CH:19]=[CH:18][C:17]([CH2:20][CH2:21][OH:22])=[CH:16][CH:15]=1. No catalyst specified. The product is [CH3:11][C:6]1[CH:5]=[C:4]([CH3:12])[N:3]=[C:2]([NH:13][C:14]2[CH:19]=[CH:18][C:17]([CH2:20][CH2:21][OH:22])=[CH:16][CH:15]=2)[C:7]=1[N+:8]([O-:10])=[O:9]. The yield is 0.800. (4) The reactants are FC(F)(F)C(O)=O.[C:8]([N:15]1[CH2:20][CH2:19][CH2:18][CH:17]([CH2:21][N:22]([C:27]2[CH:32]=[CH:31][CH:30]=[CH:29][CH:28]=2)[C:23](=[O:26])[CH2:24][CH3:25])[CH2:16]1)(OC(C)(C)C)=O.[S:33]1[CH:37]=[CH:36][CH:35]=[C:34]1C=O.[BH-](OC(C)=O)(OC(C)=O)OC(C)=O.[Na+]. The catalyst is C(Cl)Cl. The product is [S:33]1[CH:37]=[CH:36][CH:35]=[C:34]1[CH2:8][N:15]1[CH2:20][CH2:19][CH2:18][CH:17]([CH2:21][N:22]([C:27]2[CH:28]=[CH:29][CH:30]=[CH:31][CH:32]=2)[C:23](=[O:26])[CH2:24][CH3:25])[CH2:16]1. The yield is 0.820.